This data is from Catalyst prediction with 721,799 reactions and 888 catalyst types from USPTO. The task is: Predict which catalyst facilitates the given reaction. (1) Reactant: CC(C)([O-])C.[K+].[Cl:7][C:8]1[C:9]([CH2:15][N+:16]([O-:18])=[O:17])=[N:10][CH:11]=[C:12]([Cl:14])[CH:13]=1.Cl[CH2:20][NH:21][C:22](=[O:33])[C:23]1[CH:28]=[CH:27][CH:26]=[CH:25][C:24]=1[C:29]([F:32])([F:31])[F:30].Cl. Product: [Cl:7][C:8]1[C:9]([CH:15]([N+:16]([O-:18])=[O:17])[CH2:20][NH:21][C:22](=[O:33])[C:23]2[CH:28]=[CH:27][CH:26]=[CH:25][C:24]=2[C:29]([F:30])([F:32])[F:31])=[N:10][CH:11]=[C:12]([Cl:14])[CH:13]=1. The catalyst class is: 9. (2) Reactant: Cl.[NH2:2][C:3]1[C:8]([C:9]#[N:10])=[C:7]([C:11]2[CH:16]=[CH:15][C:14]([O:17][CH2:18][CH:19]([O:21][Si](C(C)(C)C)(C)C)[CH3:20])=[CH:13][CH:12]=2)[C:6]([C:29]#[N:30])=[C:5]([S:31][CH2:32][C:33]2[N:34]=[C:35]([NH:38][C:39]3[CH:44]=[CH:43][C:42]([F:45])=[CH:41][CH:40]=3)[S:36][CH:37]=2)[N:4]=1.C(=O)(O)[O-].[Na+]. Product: [NH2:2][C:3]1[C:8]([C:9]#[N:10])=[C:7]([C:11]2[CH:12]=[CH:13][C:14]([O:17][CH2:18][CH:19]([OH:21])[CH3:20])=[CH:15][CH:16]=2)[C:6]([C:29]#[N:30])=[C:5]([S:31][CH2:32][C:33]2[N:34]=[C:35]([NH:38][C:39]3[CH:44]=[CH:43][C:42]([F:45])=[CH:41][CH:40]=3)[S:36][CH:37]=2)[N:4]=1. The catalyst class is: 5. (3) Reactant: [CH2:1]([O:3][C:4]([C@H:6]1[CH2:11][CH2:10][C@H:9]([NH:12][C:13]([O:15][CH2:16][C:17]2[CH:22]=[CH:21][CH:20]=[CH:19][CH:18]=2)=[O:14])[C@H:8]([NH:23][C:24]([O:26][C:27]([CH3:30])([CH3:29])[CH3:28])=[O:25])[CH2:7]1)=[O:5])[CH3:2].O1CCCC1.[O-]CC.[Na+]. Product: [CH2:1]([O:3][C:4]([C@@H:6]1[CH2:11][CH2:10][C@H:9]([NH:12][C:13]([O:15][CH2:16][C:17]2[CH:18]=[CH:19][CH:20]=[CH:21][CH:22]=2)=[O:14])[C@H:8]([NH:23][C:24]([O:26][C:27]([CH3:28])([CH3:30])[CH3:29])=[O:25])[CH2:7]1)=[O:5])[CH3:2]. The catalyst class is: 8.